Dataset: Reaction yield outcomes from USPTO patents with 853,638 reactions. Task: Predict the reaction yield, written as a fraction of the theoretical maximum amount of product (1.0 means a 100% yield; for example, 0.34 means a 34% yield). (1) The reactants are [OH:1][CH:2]([C:6]1[CH:11]=[CH:10][C:9]([C:12]2[N:16]=[C:15]([C:17]3[C:21]([C:22]([F:25])([F:24])[F:23])=[C:20]([C:26]4[CH:31]=[CH:30][CH:29]=[CH:28][CH:27]=4)[O:19][N:18]=3)[O:14][N:13]=2)=[CH:8][CH:7]=1)[C:3](O)=[O:4].[NH2:32][CH2:33][C:34]([NH:36][CH3:37])=[O:35].CN(C(ON1N=NC2C=CC=NC1=2)=[N+](C)C)C.F[P-](F)(F)(F)(F)F.CN1CCOCC1. The catalyst is CN(C=O)C. The product is [OH:1][CH:2]([C:6]1[CH:7]=[CH:8][C:9]([C:12]2[N:16]=[C:15]([C:17]3[C:21]([C:22]([F:23])([F:25])[F:24])=[C:20]([C:26]4[CH:27]=[CH:28][CH:29]=[CH:30][CH:31]=4)[O:19][N:18]=3)[O:14][N:13]=2)=[CH:10][CH:11]=1)[C:3]([NH:32][CH2:33][C:34]([NH:36][CH3:37])=[O:35])=[O:4]. The yield is 0.0903. (2) The reactants are [OH2:1].S(=O)(=O)(O)[OH:3].[CH3:7][C:8]1[C:16]([C:17]#N)=[CH:15][CH:14]=[C:13]2[C:9]=1[CH:10]=[N:11][NH:12]2. The catalyst is C(O)(=O)C. The product is [CH3:7][C:8]1[C:16]([C:17]([OH:3])=[O:1])=[CH:15][CH:14]=[C:13]2[C:9]=1[CH:10]=[N:11][NH:12]2. The yield is 0.701. (3) The reactants are Cl[C:2]1[CH:7]=[C:6]([O:8][C:9]2[CH:10]=[C:11]([CH:16]=[CH:17][CH:18]=2)[C:12]([O:14][CH3:15])=[O:13])[CH:5]=[CH:4][N:3]=1.[CH3:19][C:20]1[N:21]=[C:22]([NH2:25])[S:23][CH:24]=1.P([O-])([O-])([O-])=O.[K+].[K+].[K+].O. The catalyst is C1(C)C=CC=CC=1.C1C=CC(/C=C/C(/C=C/C2C=CC=CC=2)=O)=CC=1.C1C=CC(/C=C/C(/C=C/C2C=CC=CC=2)=O)=CC=1.C1C=CC(/C=C/C(/C=C/C2C=CC=CC=2)=O)=CC=1.[Pd].[Pd].CC1(C)C2C=CC=C(P(C3C=CC=CC=3)C3C=CC=CC=3)C=2OC2C1=CC=CC=2P(C1C=CC=CC=1)C1C=CC=CC=1. The product is [CH3:19][C:20]1[N:21]=[C:22]([NH:25][C:2]2[CH:7]=[C:6]([O:8][C:9]3[CH:10]=[C:11]([CH:16]=[CH:17][CH:18]=3)[C:12]([O:14][CH3:15])=[O:13])[CH:5]=[CH:4][N:3]=2)[S:23][CH:24]=1. The yield is 0.687.